Dataset: Forward reaction prediction with 1.9M reactions from USPTO patents (1976-2016). Task: Predict the product of the given reaction. (1) Given the reactants N[C:2]1[CH:7]=[CH:6][C:5]([O:8][C:9]2[CH:26]=[CH:25][C:12]3[CH2:13][CH2:14][N:15]([C:18]([O:20][C:21]([CH3:24])([CH3:23])[CH3:22])=[O:19])[CH2:16][CH2:17][C:11]=3[CH:10]=2)=[C:4]([F:27])[CH:3]=1.C(I)(I)[I:29].N(OC(C)(C)C)=O, predict the reaction product. The product is: [F:27][C:4]1[CH:3]=[C:2]([I:29])[CH:7]=[CH:6][C:5]=1[O:8][C:9]1[CH:26]=[CH:25][C:12]2[CH2:13][CH2:14][N:15]([C:18]([O:20][C:21]([CH3:24])([CH3:23])[CH3:22])=[O:19])[CH2:16][CH2:17][C:11]=2[CH:10]=1. (2) The product is: [CH3:35][O:34][C:24]1[C:25]2[O:26][C:27]3[CH:33]=[CH:32][CH:31]=[CH:30][C:28]=3[C:29]=2[C:21]([C:19]2([C:36]#[N:37])[CH2:18][CH2:17][C:16]3[N:10]=[CH:8][NH:9][C:13](=[O:12])[C:15]=3[CH2:20]2)=[CH:22][CH:23]=1. Given the reactants C[O-].[Na+].C(O)(=O)C.[CH:8]([NH2:10])=[NH:9].C[O:12][C:13]([CH:15]1[CH2:20][C:19]([C:36]#[N:37])([C:21]2[C:29]3[C:28]4[CH:30]=[CH:31][CH:32]=[CH:33][C:27]=4[O:26][C:25]=3[C:24]([O:34][CH3:35])=[CH:23][CH:22]=2)[CH2:18][CH2:17][C:16]1=O)=O, predict the reaction product. (3) Given the reactants C([Mg]Br)C.[Br:5][C:6]1[CH:20]=[CH:19][C:9]2[C:10]3[N:11]([CH:15]=[C:16](I)[N:17]=3)[CH2:12][CH2:13][O:14][C:8]=2[CH:7]=1.CN(C)[CH:23]=[O:24], predict the reaction product. The product is: [Br:5][C:6]1[CH:20]=[CH:19][C:9]2[C:10]3[N:11]([CH:15]=[C:16]([CH:23]=[O:24])[N:17]=3)[CH2:12][CH2:13][O:14][C:8]=2[CH:7]=1. (4) Given the reactants [NH2:1][NH:2][C:3]([C:5]1[CH:10]=[CH:9][C:8]([C:11]([F:14])([F:13])[F:12])=[CH:7][N:6]=1)=[NH:4].[F:15][C:16]1[CH:21]=[C:20]([CH:22]=O)[CH:19]=[CH:18][C:17]=1[C:24]1[CH:29]=[CH:28][CH:27]=[CH:26][CH:25]=1, predict the reaction product. The product is: [F:15][C:16]1[CH:21]=[C:20]([C:22]2[NH:1][N:2]=[C:3]([C:5]3[CH:10]=[CH:9][C:8]([C:11]([F:12])([F:13])[F:14])=[CH:7][N:6]=3)[N:4]=2)[CH:19]=[CH:18][C:17]=1[C:24]1[CH:25]=[CH:26][CH:27]=[CH:28][CH:29]=1.